Dataset: HIV replication inhibition screening data with 41,000+ compounds from the AIDS Antiviral Screen. Task: Binary Classification. Given a drug SMILES string, predict its activity (active/inactive) in a high-throughput screening assay against a specified biological target. (1) The compound is CCN1CCC(O)(C=Cc2ccc(Cl)cc2)C(C(=O)C=Cc2ccc(Cl)cc2)C1.Cl. The result is 0 (inactive). (2) The compound is COC1CNC(NC(=O)CCC(=O)O)=[O+][Hg-2]2(C1)[O+]=C1c3c(ncn32)N(C)C(=O)N1C. The result is 0 (inactive). (3) The compound is CC1(O)C=CC(=O)C=C1. The result is 0 (inactive). (4) The molecule is CCN=C1C=CC(=C(c2ccc(NCC)c(C)c2)c2cc(O)c(S(=O)(=O)O)cc2S(=O)(=O)O)C=C1C. The result is 0 (inactive).